The task is: Regression. Given a peptide amino acid sequence and an MHC pseudo amino acid sequence, predict their binding affinity value. This is MHC class I binding data.. This data is from Peptide-MHC class I binding affinity with 185,985 pairs from IEDB/IMGT. (1) The peptide sequence is HTIQNGDYF. The MHC is H-2-Kb with pseudo-sequence H-2-Kb. The binding affinity (normalized) is 0. (2) The peptide sequence is NRWKSWFSY. The MHC is HLA-A11:01 with pseudo-sequence HLA-A11:01. The binding affinity (normalized) is 0.0847. (3) The peptide sequence is NVTLFYCDER. The MHC is HLA-A68:01 with pseudo-sequence HLA-A68:01. The binding affinity (normalized) is 0.805. (4) The peptide sequence is IFIRTIYYH. The MHC is HLA-A26:01 with pseudo-sequence HLA-A26:01. The binding affinity (normalized) is 0.0847. (5) The peptide sequence is ACMDGFEVV. The MHC is HLA-B15:01 with pseudo-sequence HLA-B15:01. The binding affinity (normalized) is 0.0847. (6) The MHC is HLA-A24:02 with pseudo-sequence HLA-A24:02. The peptide sequence is KEKGGLDGL. The binding affinity (normalized) is 0. (7) The peptide sequence is IPLQASLPF. The binding affinity (normalized) is 0.539. The MHC is HLA-B53:01 with pseudo-sequence HLA-B53:01. (8) The peptide sequence is CHATLTHRL. The MHC is HLA-A02:16 with pseudo-sequence HLA-A02:16. The binding affinity (normalized) is 0.0847. (9) The peptide sequence is CYHCQFCFLKK. The MHC is HLA-B27:05 with pseudo-sequence HLA-B27:05. The binding affinity (normalized) is 0.542.